Binary Classification. Given a drug SMILES string, predict its activity (active/inactive) in a high-throughput screening assay against a specified biological target. From a dataset of KCNQ2 potassium channel screen with 302,405 compounds. (1) The drug is S(=O)(=O)(NCc1n(CCC)c2c(n1)cccc2)c1ccc(cc1)C. The result is 0 (inactive). (2) The drug is Fc1ccc(NC(=O)Nc2ncc(cc2)C)cc1. The result is 0 (inactive). (3) The drug is n1(CCCC)c2c(nc1)cc(c(c2)C)C. The result is 0 (inactive). (4) The compound is O(Cc1nc2n(n1)cnc1c2C2(CCCC2)Cc2c1cccc2)c1ccc(cc1)C. The result is 0 (inactive). (5) The molecule is O=C(N1CCC(CC1)C(=O)N)C1CCN(CC1)c1nnc(c2c1nn(c2C)c1ccc(cc1)C)C. The result is 0 (inactive). (6) The drug is S=C(N\N=C1/CC(CC=C1C)C(C)=C)Nc1ccccc1. The result is 0 (inactive). (7) The molecule is S(=O)(=O)(Cc1cc(ccc1)C)Cc1oc(cc1)C(=O)NCc1ccccc1. The result is 0 (inactive). (8) The drug is O=C(C12CN3CN(C1)CN(C2)C3)c1ccc(OC)cc1. The result is 0 (inactive).